This data is from Reaction yield outcomes from USPTO patents with 853,638 reactions. The task is: Predict the reaction yield, written as a fraction of the theoretical maximum amount of product (1.0 means a 100% yield; for example, 0.34 means a 34% yield). (1) The reactants are [F:1][C:2]1[CH:7]=[C:6]([CH3:8])[CH:5]=[CH:4][C:3]=1[NH2:9].[I:10]I. The catalyst is CO.OO. The product is [F:1][C:2]1[CH:7]=[C:6]([CH3:8])[CH:5]=[C:4]([I:10])[C:3]=1[NH2:9]. The yield is 0.440. (2) The reactants are [F:1][C:2]([F:11])([F:10])[C:3]1[CH:8]=[CH:7][CH:6]=[CH:5][C:4]=1[SH:9].C(=O)([O-])[O-].[Cs+].[Cs+].[C:18]([O:22][C:23]([N:25]1[CH2:30][CH2:29][CH:28](OS(C)(=O)=O)[CH2:27][CH2:26]1)=[O:24])([CH3:21])([CH3:20])[CH3:19]. The catalyst is CN(C=O)C.O. The product is [C:18]([O:22][C:23]([N:25]1[CH2:30][CH2:29][CH:28]([S:9][C:4]2[CH:5]=[CH:6][CH:7]=[CH:8][C:3]=2[C:2]([F:1])([F:10])[F:11])[CH2:27][CH2:26]1)=[O:24])([CH3:21])([CH3:19])[CH3:20]. The yield is 0.990. (3) The reactants are [CH2:1]([CH:3]([C:6]1[C:11]2[N:12]([CH3:16])[C:13](=O)[NH:14][C:10]=2[C:9]([C:17]([O:19][CH3:20])=[O:18])=[CH:8][CH:7]=1)[CH2:4][CH3:5])[CH3:2].P(Cl)(Cl)([Cl:23])=O. The catalyst is C1(C)C=CC=CC=1. The product is [Cl:23][C:13]1[N:12]([CH3:16])[C:11]2[C:6]([CH:3]([CH2:4][CH3:5])[CH2:1][CH3:2])=[CH:7][CH:8]=[C:9]([C:17]([O:19][CH3:20])=[O:18])[C:10]=2[N:14]=1. The yield is 0.850. (4) The product is [Cl:1][C:2]1[N:3]=[CH:4][C:5]2[CH:10]=[CH:9][N:8]([CH2:11][C:12]([OH:14])=[O:13])[C:6]=2[N:7]=1. The reactants are [Cl:1][C:2]1[N:3]=[CH:4][C:5]2[CH:10]=[CH:9][N:8]([CH2:11][C:12]([O:14]CC)=[O:13])[C:6]=2[N:7]=1.[OH-].[Na+]. The yield is 0.500. The catalyst is CCO.O. (5) The reactants are O=C1[NH:11][CH2:10][C:9]2[C:4](=[CH:5][C:6]([C:12]3[CH2:17][CH2:16][N:15]([C:18]([O:20][C:21]([CH3:24])([CH3:23])[CH3:22])=[O:19])[CH2:14][CH:13]=3)=[CH:7][CH:8]=2)[NH:3]1.NC1C=C(Br)C=CC=1C#N.B([O-])[O-]. No catalyst specified. The product is [NH2:3][C:4]1[CH:5]=[C:6]([C:12]2[CH2:17][CH2:16][N:15]([C:18]([O:20][C:21]([CH3:24])([CH3:23])[CH3:22])=[O:19])[CH2:14][CH:13]=2)[CH:7]=[CH:8][C:9]=1[C:10]#[N:11]. The yield is 0.620. (6) The catalyst is O1CCCC1. The product is [CH3:1][O:2][C:3]1[CH:13]=[CH:12][CH:11]=[C:5]2[C:4]=1[CH2:9][NH:8][CH2:6]2. The yield is 0.590. The reactants are [CH3:1][O:2][C:3]1[CH:13]=[CH:12][CH:11]=[C:5]2[C:6]([NH:8][C:9](=O)[C:4]=12)=O.B.CO.Cl. (7) The reactants are [CH3:1][O:2][C:3](=[O:37])[C:4]1[CH:9]=[CH:8][C:7]([C:10]([C:17]2[N:26](S(C3C=CC=CC=3)(=O)=O)[C:20]3=[N:21][CH:22]=[C:23]([CH3:25])[CH:24]=[C:19]3[CH:18]=2)=[CH:11][CH:12]2[CH2:16][CH2:15][CH2:14][CH2:13]2)=[CH:6][C:5]=1[F:36].[F-].C([N+](CCCC)(CCCC)CCCC)CCC.O1CCCC1. The catalyst is [Cl-].[Na+].O. The product is [CH3:1][O:2][C:3](=[O:37])[C:4]1[CH:9]=[CH:8][C:7]([C:10]([C:17]2[NH:26][C:20]3=[N:21][CH:22]=[C:23]([CH3:25])[CH:24]=[C:19]3[CH:18]=2)=[CH:11][CH:12]2[CH2:13][CH2:14][CH2:15][CH2:16]2)=[CH:6][C:5]=1[F:36]. The yield is 1.00. (8) The reactants are [OH:1][C:2]1[CH:9]=[CH:8][C:5]([C:6]#[N:7])=[CH:4][CH:3]=1.[CH2:10](Br)[CH:11]=[CH2:12].C([O-])([O-])=O.[Cs+].[Cs+].O. The catalyst is CN(C=O)C. The product is [CH2:12]([O:1][C:2]1[CH:9]=[CH:8][C:5]([C:6]#[N:7])=[CH:4][CH:3]=1)[CH:11]=[CH2:10]. The yield is 1.00. (9) The product is [I:1][C:2]1[CH:7]=[CH:6][CH:5]=[C:4]([O:8][CH2:10][CH2:11][CH3:12])[CH:3]=1. No catalyst specified. The yield is 0.980. The reactants are [I:1][C:2]1[CH:3]=[C:4]([OH:8])[CH:5]=[CH:6][CH:7]=1.Br[CH2:10][CH2:11][CH3:12]. (10) The yield is 0.120. The catalyst is O. The reactants are [O:1]=[C:2]1[NH:6][C@@H:5]([C:7]([O:9][CH2:10][CH3:11])=[O:8])[CH2:4][CH2:3]1.CN(C=O)C.Br[CH2:18][C:19]1[CH:24]=[CH:23][CH:22]=[CH:21][C:20]=1[C:25]([F:28])([F:27])[F:26].C([O-])([O-])=O.[K+].[K+].C1OCCOCCOCCOCCOCCOC1. The product is [CH2:10]([O:9][C:7]([C@H:5]1[CH2:4][CH2:3][C:2](=[O:1])[N:6]1[CH2:18][C:19]1[CH:24]=[CH:23][CH:22]=[CH:21][C:20]=1[C:25]([F:26])([F:27])[F:28])=[O:8])[CH3:11].